This data is from Forward reaction prediction with 1.9M reactions from USPTO patents (1976-2016). The task is: Predict the product of the given reaction. (1) Given the reactants [NH2:1][C:2]1[CH:7]=[CH:6][C:5]([C:8]2[CH:16]=[C:15]3[C:11]([CH2:12][N:13]([C@@H:18]([CH:23]([CH3:25])[CH3:24])[C:19]([O:21][CH3:22])=[O:20])[C:14]3=[O:17])=[CH:10][CH:9]=2)=[CH:4][CH:3]=1.CC(C)[C@@H](N1CC2C(=CC(C3C=CC([N+]([O-])=O)=CC=3)=CC=2)C1=O)C(OC)=O, predict the reaction product. The product is: [NH2:1][C:2]1[CH:3]=[CH:4][C:5]([C:8]2[CH:16]=[C:15]3[C:11]([CH2:12][N:13]([C@H:18]([CH:23]([CH3:25])[CH3:24])[C:19]([O:21][CH3:22])=[O:20])[C:14]3=[O:17])=[CH:10][CH:9]=2)=[CH:6][CH:7]=1. (2) Given the reactants [CH2:1]([C:9]1[CH:10]=[CH:11][C:12]2[N:13]([C:15]([C:18]([OH:20])=O)=[CH:16][N:17]=2)[N:14]=1)[CH2:2][C:3]1[CH:8]=[CH:7][CH:6]=[CH:5][CH:4]=1.[CH3:21][O:22][C:23]1[CH:28]=[CH:27][C:26]([NH2:29])=[CH:25][CH:24]=1, predict the reaction product. The product is: [CH3:21][O:22][C:23]1[CH:28]=[CH:27][C:26]([NH:29][C:18]([C:15]2[N:13]3[N:14]=[C:9]([CH2:1][CH2:2][C:3]4[CH:4]=[CH:5][CH:6]=[CH:7][CH:8]=4)[CH:10]=[CH:11][C:12]3=[N:17][CH:16]=2)=[O:20])=[CH:25][CH:24]=1. (3) Given the reactants [CH3:1][C:2]1[CH:3]=[C:4]2[NH:10][C:9](=[O:11])[CH2:8][C:5]2=[N:6][CH:7]=1.[Cl:12][C:13]1[C:14]([F:21])=[C:15]([CH:18]=[CH:19][CH:20]=1)[CH:16]=O.N1CCCCC1, predict the reaction product. The product is: [Cl:12][C:13]1[C:14]([F:21])=[C:15]([CH:18]=[CH:19][CH:20]=1)/[CH:16]=[C:8]1\[C:9](=[O:11])[NH:10][C:4]2[C:5]\1=[N:6][CH:7]=[C:2]([CH3:1])[CH:3]=2. (4) Given the reactants [NH2:1][C:2]1[CH:7]=[CH:6][C:5]([N:8]2[CH2:12][CH2:11][CH:10]([N:13]([CH3:17])[C:14](=[O:16])[CH3:15])[CH2:9]2)=[CH:4][CH:3]=1.[C:18](N1C=CN=C1)(N1C=CN=C1)=[O:19].[N:30]1([C:36]2[CH:41]=[CH:40][C:39]([NH2:42])=[CH:38][CH:37]=2)[CH2:35][CH2:34][CH2:33][CH2:32][CH2:31]1, predict the reaction product. The product is: [CH3:17][N:13]([CH:10]1[CH2:11][CH2:12][N:8]([C:5]2[CH:4]=[CH:3][C:2]([NH:1][C:18]([NH:42][C:39]3[CH:38]=[CH:37][C:36]([N:30]4[CH2:35][CH2:34][CH2:33][CH2:32][CH2:31]4)=[CH:41][CH:40]=3)=[O:19])=[CH:7][CH:6]=2)[CH2:9]1)[C:14](=[O:16])[CH3:15]. (5) Given the reactants [Cl:1][C:2]1[CH:12]=[C:11](Br)[CH:10]=[CH:9][C:3]=1[C:4]([O:6][CH2:7][CH3:8])=[O:5].[CH:14]([B-](F)(F)F)=[CH2:15].[K+].C(=O)([O-])[O-].[K+].[K+], predict the reaction product. The product is: [Cl:1][C:2]1[CH:12]=[C:11]([CH:14]=[CH2:15])[CH:10]=[CH:9][C:3]=1[C:4]([O:6][CH2:7][CH3:8])=[O:5]. (6) The product is: [Cl:1][C:2]1[C:3]([NH:17][C:18]2[N:23]=[C:22]([NH:24][CH:25]3[CH2:27][CH2:26]3)[C:21]3=[N:28][CH:29]=[C:30]([C:31]#[N:32])[N:20]3[N:19]=2)=[CH:4][C:5]([C:15]#[N:16])=[CH:6][C:7]=1[N:8]1[CH2:13][CH2:12][N:11]([CH2:34][C:35]([NH:37][CH3:38])=[O:36])[CH2:10][C:9]1=[O:14]. Given the reactants [Cl:1][C:2]1[C:7]([N:8]2[CH2:13][CH2:12][NH:11][CH2:10][C:9]2=[O:14])=[CH:6][C:5]([C:15]#[N:16])=[CH:4][C:3]=1[NH:17][C:18]1[N:23]=[C:22]([NH:24][CH:25]2[CH2:27][CH2:26]2)[C:21]2=[N:28][CH:29]=[C:30]([C:31]#[N:32])[N:20]2[N:19]=1.Br[CH2:34][C:35]([NH:37][CH3:38])=[O:36].C([O-])([O-])=O.[K+].[K+], predict the reaction product. (7) Given the reactants C(=O)([O-])[O-].[K+].[K+].Br[CH:8]([C:12]1[CH:17]=[CH:16][CH:15]=[C:14]([Cl:18])[CH:13]=1)[C:9]([OH:11])=[O:10].[CH3:19][N:20]1[CH2:25][CH2:24][NH:23][CH2:22][CH2:21]1, predict the reaction product. The product is: [ClH:18].[Cl:18][C:14]1[CH:13]=[C:12]([CH:8]([N:23]2[CH2:24][CH2:25][N:20]([CH3:19])[CH2:21][CH2:22]2)[C:9]([OH:11])=[O:10])[CH:17]=[CH:16][CH:15]=1.